From a dataset of Reaction yield outcomes from USPTO patents with 853,638 reactions. Predict the reaction yield, written as a fraction of the theoretical maximum amount of product (1.0 means a 100% yield; for example, 0.34 means a 34% yield). (1) The reactants are [F:1][C:2]1[C:10]2[NH:9][N:8]=[CH:7][C:6]=2[C:5]([C:11]([O:13][CH3:14])=[O:12])=[CH:4][CH:3]=1.F[B-](F)(F)F.[CH3:20][O+](C)C. The catalyst is C(OCC)(=O)C.O. The product is [F:1][C:2]1[C:10]2[C:6](=[CH:7][N:8]([CH3:20])[N:9]=2)[C:5]([C:11]([O:13][CH3:14])=[O:12])=[CH:4][CH:3]=1. The yield is 0.670. (2) The reactants are [CH2:1]([O:3][C:4](=[O:8])[CH2:5][CH2:6]Br)[CH3:2].[N:9]1[C:13]2[CH:14]=[CH:15][CH:16]=[CH:17][C:12]=2[NH:11][CH:10]=1.C(=O)([O-])[O-].[K+].[K+]. The catalyst is C(#N)C. The product is [CH2:1]([O:3][C:4](=[O:8])[CH2:5][CH2:6][N:9]1[C:13]2[CH:14]=[CH:15][CH:16]=[CH:17][C:12]=2[N:11]=[CH:10]1)[CH3:2]. The yield is 0.910. (3) The reactants are [C:1](Cl)(Cl)=[O:2].[O:5]1[CH2:10][CH2:9][CH:8]([N:11]2[CH2:15][CH2:14][NH:13][C:12]2=[O:16])[CH2:7][CH2:6]1.N1C=CC=CC=1.[CH2:23]([C:25]1[N:30]=[C:29]([NH2:31])[CH:28]=[CH:27][C:26]=1[O:32][C:33]1[CH:38]=[CH:37][N:36]=[C:35]([C:39]2[CH:40]=[N:41][N:42]([CH3:44])[CH:43]=2)[CH:34]=1)[CH3:24]. The catalyst is C(Cl)Cl.CCOC(C)=O.O. The product is [CH2:23]([C:25]1[N:30]=[C:29]([NH:31][C:1]([N:13]2[CH2:14][CH2:15][N:11]([CH:8]3[CH2:7][CH2:6][O:5][CH2:10][CH2:9]3)[C:12]2=[O:16])=[O:2])[CH:28]=[CH:27][C:26]=1[O:32][C:33]1[CH:38]=[CH:37][N:36]=[C:35]([C:39]2[CH:40]=[N:41][N:42]([CH3:44])[CH:43]=2)[CH:34]=1)[CH3:24]. The yield is 0.600. (4) The reactants are [CH3:1][O:2][C:3]1[CH:10]=[C:9]([OH:11])[CH:8]=[CH:7][C:4]=1[CH:5]=[O:6].[O:12]1[CH:17]=[CH:16][CH2:15][CH2:14][CH2:13]1.C1(C)C=CC(S([O-])(=O)=O)=CC=1.[NH+]1C=CC=CC=1. The catalyst is C(Cl)Cl. The product is [CH3:1][O:2][C:3]1[CH:10]=[C:9]([O:11][CH:13]2[CH2:14][CH2:15][CH2:16][CH2:17][O:12]2)[CH:8]=[CH:7][C:4]=1[CH:5]=[O:6]. The yield is 0.580. (5) The reactants are [N+:1]([C:4]1[CH:9]=[CH:8][C:7]([CH:10]([C:14](=O)[CH3:15])[C:11](=[O:13])[CH3:12])=[CH:6][CH:5]=1)([O-:3])=[O:2].Cl.NO.[N:20]1C=CC=CC=1. The catalyst is C(O)C. The product is [CH3:15][C:14]1[C:10]([C:7]2[CH:8]=[CH:9][C:4]([N+:1]([O-:3])=[O:2])=[CH:5][CH:6]=2)=[C:11]([CH3:12])[O:13][N:20]=1. The yield is 0.900.